This data is from Forward reaction prediction with 1.9M reactions from USPTO patents (1976-2016). The task is: Predict the product of the given reaction. (1) Given the reactants [CH3:1][O:2][C:3]1[O:4][C:5]2[CH:11]=[CH:10][C:9]3[CH:12]=[N:13][N:14]([CH2:15][C@@H:16]([NH:18]C(=O)OCC4C=CC=CC=4)[CH3:17])[C:8]=3[C:6]=2[N:7]=1, predict the reaction product. The product is: [CH3:1][O:2][C:3]1[O:4][C:5]2[CH:11]=[CH:10][C:9]3[CH:12]=[N:13][N:14]([CH2:15][C@@H:16]([NH2:18])[CH3:17])[C:8]=3[C:6]=2[N:7]=1. (2) The product is: [Br:13][C:9]1[C:8]([CH3:14])=[C:7]([N:6]2[C:4](=[O:5])[C:3]3[C:2](=[CH:18][C:17]([F:19])=[CH:16][CH:15]=3)[NH:1][C:21]2=[O:23])[CH:12]=[CH:11][CH:10]=1. Given the reactants [NH2:1][C:2]1[CH:18]=[C:17]([F:19])[CH:16]=[CH:15][C:3]=1[C:4]([NH:6][C:7]1[CH:12]=[CH:11][CH:10]=[C:9]([Br:13])[C:8]=1[CH3:14])=[O:5].Cl[C:21](Cl)([O:23]C(=O)OC(Cl)(Cl)Cl)Cl.C([O-])(O)=O.[Na+], predict the reaction product. (3) Given the reactants Br[C:2]1[C:7]([CH3:8])=[CH:6][CH:5]=[CH:4][C:3]=1[CH3:9].Cl.[NH:11]1[CH2:15][CH2:14][CH:13]([CH2:16][OH:17])[CH2:12]1.C1(P(C2CCCCC2)C2C=CC=CC=2C2C(OC)=CC=CC=2OC)CCCCC1.C[Si](C)(C)[N-][Si](C)(C)C.[Li+].O.C(=O)(O)[O-].[Na+], predict the reaction product. The product is: [CH3:9][C:3]1[CH:4]=[CH:5][CH:6]=[C:7]([CH3:8])[C:2]=1[N:11]1[CH2:15][CH2:14][CH:13]([CH2:16][OH:17])[CH2:12]1. (4) Given the reactants [F:1][C:2]([F:10])([F:9])[CH:3]([OH:8])[C:4]([F:7])([F:6])[F:5].Cl[C:12](Cl)([O:14]C(=O)OC(Cl)(Cl)Cl)Cl.C(N(CC)C(C)C)(C)C.[Cl:32][C:33]1[CH:38]=[CH:37][C:36]([CH:39]([C:47]2[CH:52]=[CH:51][C:50]([Cl:53])=[CH:49][CH:48]=2)[N:40]2[CH2:45][CH2:44][NH:43][CH2:42][CH:41]2[CH3:46])=[CH:35][CH:34]=1, predict the reaction product. The product is: [F:1][C:2]([F:10])([F:9])[CH:3]([O:8][C:12]([N:43]1[CH2:44][CH2:45][N:40]([CH:39]([C:36]2[CH:35]=[CH:34][C:33]([Cl:32])=[CH:38][CH:37]=2)[C:47]2[CH:48]=[CH:49][C:50]([Cl:53])=[CH:51][CH:52]=2)[CH:41]([CH3:46])[CH2:42]1)=[O:14])[C:4]([F:7])([F:6])[F:5]. (5) Given the reactants [O:1]=[C:2]1[N:7]([CH2:8][C:9]([OH:11])=O)[N:6]=[N:5][C:4]2[CH:12]=[CH:13][CH:14]=[CH:15][C:3]1=2.C(Cl)(=O)C(Cl)=O.[Cl:22][C:23]1[CH:28]=[CH:27][C:26]([CH2:29][CH2:30][NH2:31])=[CH:25][CH:24]=1.C(N(CC)CC)C, predict the reaction product. The product is: [Cl:22][C:23]1[CH:28]=[CH:27][C:26]([CH2:29][CH2:30][NH:31][C:9](=[O:11])[CH2:8][N:7]2[C:2](=[O:1])[C:3]3[CH:15]=[CH:14][CH:13]=[CH:12][C:4]=3[N:5]=[N:6]2)=[CH:25][CH:24]=1.